The task is: Predict the reactants needed to synthesize the given product.. This data is from Full USPTO retrosynthesis dataset with 1.9M reactions from patents (1976-2016). The reactants are: [N+:1]([C:4]1[CH:5]=[C:6]([OH:10])[CH:7]=[CH:8][CH:9]=1)([O-:3])=[O:2].[C:11]1(=O)[O:16][C:14](=[O:15])[C:13]2=[CH:17][CH:18]=[CH:19][CH:20]=[C:12]12. Given the product [OH:10][C:6]1[CH:7]=[CH:8][C:9]([C:11]2([C:9]3[CH:8]=[CH:7][C:6]([OH:10])=[CH:5][C:4]=3[N+:1]([O-:3])=[O:2])[C:12]3[C:13](=[CH:17][CH:18]=[CH:19][CH:20]=3)[C:14](=[O:15])[O:16]2)=[C:4]([N+:1]([O-:3])=[O:2])[CH:5]=1, predict the reactants needed to synthesize it.